From a dataset of Reaction yield outcomes from USPTO patents with 853,638 reactions. Predict the reaction yield, written as a fraction of the theoretical maximum amount of product (1.0 means a 100% yield; for example, 0.34 means a 34% yield). The reactants are [F:1][C:2]1[CH:7]=[CH:6][CH:5]=[C:4]([F:8])[C:3]=1[C:9]1[O:10][C:11]([NH:16][C:17]2[CH:22]=[CH:21][C:20]([C:23]([N:25]3[CH2:30][CH2:29][O:28][CH2:27][CH2:26]3)=[O:24])=[CH:19][CH:18]=2)=[C:12]([C:14]#[N:15])[N:13]=1.C(=O)(O)[O-:32].[Na+].[OH-].[Na+]. The catalyst is S(=O)(=O)(O)O. The product is [F:1][C:2]1[CH:7]=[CH:6][CH:5]=[C:4]([F:8])[C:3]=1[C:9]1[O:10][C:11]([NH:16][C:17]2[CH:18]=[CH:19][C:20]([C:23]([N:25]3[CH2:26][CH2:27][O:28][CH2:29][CH2:30]3)=[O:24])=[CH:21][CH:22]=2)=[C:12]([C:14]([NH2:15])=[O:32])[N:13]=1. The yield is 0.770.